This data is from Peptide-MHC class II binding affinity with 134,281 pairs from IEDB. The task is: Regression. Given a peptide amino acid sequence and an MHC pseudo amino acid sequence, predict their binding affinity value. This is MHC class II binding data. The peptide sequence is SHIQSAVVCGRRHGV. The MHC is DRB1_0405 with pseudo-sequence DRB1_0405. The binding affinity (normalized) is 0.209.